Predict the product of the given reaction. From a dataset of Forward reaction prediction with 1.9M reactions from USPTO patents (1976-2016). (1) Given the reactants Cl[CH2:2][CH2:3][CH2:4][CH2:5][CH2:6][CH2:7][C:8]#[C:9][CH2:10][CH2:11][CH2:12][CH3:13].[I-:14].[K+].[N:16]1[CH:21]=[CH:20][C:19]([CH3:22])=[CH:18][C:17]=1[CH3:23], predict the reaction product. The product is: [I-:14].[CH2:2]([N+:16]1[CH:21]=[CH:20][C:19]([CH3:22])=[CH:18][C:17]=1[CH3:23])[CH2:3][CH2:4][CH2:5][CH2:6][CH2:7][C:8]#[C:9][CH2:10][CH2:11][CH2:12][CH3:13]. (2) Given the reactants Br[C:2]1[CH:7]=[CH:6][CH:5]=[CH:4][C:3]=1[CH2:8][C:9]([F:12])([F:11])[F:10].[B:13]1([B:13]2[O:17][C:16]([CH3:19])([CH3:18])[C:15]([CH3:21])([CH3:20])[O:14]2)[O:17][C:16]([CH3:19])([CH3:18])[C:15]([CH3:21])([CH3:20])[O:14]1.C([O-])(=O)C.[K+], predict the reaction product. The product is: [CH3:20][C:15]1([CH3:21])[C:16]([CH3:19])([CH3:18])[O:17][B:13]([C:2]2[CH:7]=[CH:6][CH:5]=[CH:4][C:3]=2[CH2:8][C:9]([F:12])([F:11])[F:10])[O:14]1. (3) Given the reactants [CH:1]1[C:10]2[C:5](=[CH:6][CH:7]=[CH:8][CH:9]=2)[CH:4]=[CH:3][C:2]=1[S:11]([O-:13])=[O:12].[CH:14]([NH2:16])=[O:15].[NH:17]([CH:21](C)C)[CH:18](C)C, predict the reaction product. The product is: [S:11](=[N:16][CH:14]=[O:15])(=[O:13])=[O:12].[N+:17]([CH2:21][S:11]([C:2]1[CH:3]=[CH:4][C:5]2[C:10](=[CH:9][CH:8]=[CH:7][CH:6]=2)[CH:1]=1)(=[O:13])=[O:12])#[C-:18]. (4) Given the reactants [CH3:1][C:2]1[CH:6]=[C:5]([CH3:7])[N:4]([CH2:8]O)[N:3]=1.S(Cl)([Cl:12])=O, predict the reaction product. The product is: [ClH:12].[Cl:12][CH2:8][N:4]1[C:5]([CH3:7])=[CH:6][C:2]([CH3:1])=[N:3]1. (5) Given the reactants [NH2:1][CH2:2][C:3]1[C:4](=[N:9][NH:10][C:11]2[CH:16]=[CH:15][CH:14]=[C:13]([F:17])[CH:12]=2)[C:5]([NH2:8])=[N:6][N:7]=1.CCN(C(C)C)C(C)C.[CH2:27]([S:31](Cl)(=[O:33])=[O:32])[CH2:28][CH2:29][CH3:30], predict the reaction product. The product is: [NH2:8][C:5]1[C:4](=[N:9][NH:10][C:11]2[CH:16]=[CH:15][CH:14]=[C:13]([F:17])[CH:12]=2)[C:3]([CH2:2][NH:1][S:31]([CH2:27][CH2:28][CH2:29][CH3:30])(=[O:33])=[O:32])=[N:7][N:6]=1. (6) Given the reactants [CH3:1][O:2][C:3]1[C:8]2[N:9]=[C:10]([NH2:12])[S:11][C:7]=2[C:6]([CH2:13][N:14]2[CH2:19][CH2:18][O:17][CH2:16][CH2:15]2)=[CH:5][CH:4]=1.[F:20][C:21]1[CH:29]=[CH:28][C:24]([C:25](Cl)=[O:26])=[CH:23][CH:22]=1, predict the reaction product. The product is: [F:20][C:21]1[CH:29]=[CH:28][C:24]([C:25]([NH:12][C:10]2[S:11][C:7]3[C:6]([CH2:13][N:14]4[CH2:19][CH2:18][O:17][CH2:16][CH2:15]4)=[CH:5][CH:4]=[C:3]([O:2][CH3:1])[C:8]=3[N:9]=2)=[O:26])=[CH:23][CH:22]=1. (7) Given the reactants Br[C:2]1[CH:38]=[CH:37][C:5]([O:6][C@H:7]2[C@H:15]([CH3:16])[O:14][C:13](=[O:17])[C@@H:12]([N:18]([C:26]([O:28][C:29]([CH3:32])([CH3:31])[CH3:30])=[O:27])[C:19](=[O:25])[O:20][C:21]([CH3:24])([CH3:23])[CH3:22])[CH2:11][CH2:10][CH2:9][C@@H:8]2[O:33][CH2:34][CH2:35][CH3:36])=[CH:4][CH:3]=1.[C:39]1(B(O)O)[CH:44]=[CH:43][CH:42]=[CH:41][CH:40]=1.C([O-])([O-])=O.[Na+].[Na+], predict the reaction product. The product is: [C:21]([O:20][C:19]([N:18]([C@H:12]1[CH2:11][CH2:10][CH2:9][C@H:8]([O:33][CH2:34][CH2:35][CH3:36])[C@@H:7]([O:6][C:5]2[CH:37]=[CH:38][C:2]([C:39]3[CH:44]=[CH:43][CH:42]=[CH:41][CH:40]=3)=[CH:3][CH:4]=2)[C@H:15]([CH3:16])[O:14][C:13]1=[O:17])[C:26](=[O:27])[O:28][C:29]([CH3:32])([CH3:31])[CH3:30])=[O:25])([CH3:24])([CH3:23])[CH3:22].